The task is: Predict the reaction yield, written as a fraction of the theoretical maximum amount of product (1.0 means a 100% yield; for example, 0.34 means a 34% yield).. This data is from Reaction yield outcomes from USPTO patents with 853,638 reactions. (1) The reactants are [CH3:1][NH:2][C:3]1[S:4][C:5]2[CH:11]=[C:10](B3OC(C)(C)C(C)(C)O3)[CH:9]=[CH:8][C:6]=2[N:7]=1.C(=O)([O-])[O-].[Cs+].[Cs+].Br[C:28]1[CH:29]=[C:30]([NH:35][S:36]([C:39]2[CH:44]=[CH:43][C:42]([F:45])=[CH:41][CH:40]=2)(=[O:38])=[O:37])[C:31]([Cl:34])=[N:32][CH:33]=1.C1COCC1. The catalyst is C1C=CC(P(C2C=CC=CC=2)[C-]2C=CC=C2)=CC=1.C1C=CC(P(C2C=CC=CC=2)[C-]2C=CC=C2)=CC=1.Cl[Pd]Cl.[Fe+2].O. The product is [Cl:34][C:31]1[C:30]([NH:35][S:36]([C:39]2[CH:44]=[CH:43][C:42]([F:45])=[CH:41][CH:40]=2)(=[O:38])=[O:37])=[CH:29][C:28]([C:10]2[CH:9]=[CH:8][C:6]3[N:7]=[C:3]([NH:2][CH3:1])[S:4][C:5]=3[CH:11]=2)=[CH:33][N:32]=1. The yield is 0.210. (2) The reactants are N[C:2]1[N:11]=[C:10]([C:12]2[CH:21]=[C:20]([CH3:22])[C:15]([O:16][CH2:17][CH2:18][OH:19])=[C:14]([CH3:23])[CH:13]=2)[CH:9]=[C:8]2[C:3]=1[C:4]([O:26][CH3:27])=[CH:5][C:6]([O:24][CH3:25])=[N:7]2.N([O-])=[O:29].[Na+]. The catalyst is O.Cl. The product is [OH:19][CH2:18][CH2:17][O:16][C:15]1[C:20]([CH3:22])=[CH:21][C:12]([C:10]2[NH:11][C:2](=[O:29])[C:3]3[C:4]([O:26][CH3:27])=[CH:5][C:6]([O:24][CH3:25])=[N:7][C:8]=3[CH:9]=2)=[CH:13][C:14]=1[CH3:23]. The yield is 0.260. (3) The reactants are [CH:1]12C[CH:4]([CH:5]=[CH:6]1)[CH:3]1[C:8]([O:10]C(=O)[CH:2]21)=[O:9].NC1C=CC(C(O)=O)=CC=1. The catalyst is C(O)(=O)C. The product is [C:8]([OH:10])(=[O:9])[C:3]1[CH:4]=[CH:5][CH:6]=[CH:1][CH:2]=1. The yield is 0.950.